From a dataset of TCR-epitope binding with 47,182 pairs between 192 epitopes and 23,139 TCRs. Binary Classification. Given a T-cell receptor sequence (or CDR3 region) and an epitope sequence, predict whether binding occurs between them. The epitope is VLWAHGFEL. The TCR CDR3 sequence is CASSLGVGTATEAFF. Result: 0 (the TCR does not bind to the epitope).